This data is from Reaction yield outcomes from USPTO patents with 853,638 reactions. The task is: Predict the reaction yield, written as a fraction of the theoretical maximum amount of product (1.0 means a 100% yield; for example, 0.34 means a 34% yield). (1) The reactants are Cl[C:2]1[C:7]([Cl:8])=[N:6][N:5]([CH3:9])[C:4](=[O:10])[CH:3]=1.[CH2:11]([Sn]([CH2:11][CH2:12][CH2:13][CH3:14])([CH2:11][CH2:12][CH2:13][CH3:14])/C=C/C(OCC)=O)[CH2:12][CH2:13][CH3:14]. The catalyst is O1CCOCC1.C1C=CC([P]([Pd]([P](C2C=CC=CC=2)(C2C=CC=CC=2)C2C=CC=CC=2)([P](C2C=CC=CC=2)(C2C=CC=CC=2)C2C=CC=CC=2)[P](C2C=CC=CC=2)(C2C=CC=CC=2)C2C=CC=CC=2)(C2C=CC=CC=2)C2C=CC=CC=2)=CC=1. The product is [CH2:11]([C:2]1[C:7]([Cl:8])=[N:6][N:5]([CH3:9])[C:4](=[O:10])[CH:3]=1)[CH2:12][CH2:13][CH3:14]. The yield is 0.250. (2) The reactants are [CH3:1][C:2]1[CH:11]=[CH:10][C:9]2[CH2:8][CH2:7][CH2:6][CH:5]([NH:12][CH2:13][CH2:14][CH2:15][CH2:16][N:17]3[C:25](=[O:26])[C:24]4[C:19](=[CH:20][CH:21]=[CH:22][CH:23]=4)[C:18]3=[O:27])[C:4]=2[N:3]=1.[C:28]([O:32][C:33]([N:35]1[C:39]2[CH:40]=[CH:41][CH:42]=[CH:43][C:38]=2[N:37]=[C:36]1[CH2:44]Cl)=[O:34])([CH3:31])([CH3:30])[CH3:29].[I-].[K+].C(N(C(C)C)CC)(C)C.C(=O)(O)[O-].[Na+]. The catalyst is CC#N. The product is [C:28]([O:32][C:33]([N:35]1[C:39]2[CH:40]=[CH:41][CH:42]=[CH:43][C:38]=2[N:37]=[C:36]1[CH2:44][N:12]([CH2:13][CH2:14][CH2:15][CH2:16][N:17]1[C:25](=[O:26])[C:24]2[C:19](=[CH:20][CH:21]=[CH:22][CH:23]=2)[C:18]1=[O:27])[CH:5]1[C:4]2[N:3]=[C:2]([CH3:1])[CH:11]=[CH:10][C:9]=2[CH2:8][CH2:7][CH2:6]1)=[O:34])([CH3:31])([CH3:30])[CH3:29]. The yield is 0.660. (3) The reactants are [F:1][C:2]1[CH:9]=[CH:8][C:5]([CH:6]=O)=[CH:4][CH:3]=1.[CH3:10][O:11][C:12]([C@:14]12[CH2:19][C@H:18]1[CH2:17][CH2:16][N:15]2[NH2:20])=[O:13].FC(F)(F)C(O)=O.C([BH3-])#N.[Na+]. The catalyst is CO. The product is [CH3:10][O:11][C:12]([C@:14]12[CH2:19][C@H:18]1[CH2:17][CH2:16][N:15]2[NH:20][CH2:6][C:5]1[CH:8]=[CH:9][C:2]([F:1])=[CH:3][CH:4]=1)=[O:13]. The yield is 0.658. (4) The reactants are [CH2:1]([O:3][C:4](=[O:28])[CH2:5][N:6]([C@@H:20]1[CH2:26][CH2:25][CH2:24][CH2:23][CH:22]([OH:27])[CH2:21]1)[S:7]([C:10]1[CH:19]=[CH:18][C:17]2[C:12](=[CH:13][CH:14]=[CH:15][CH:16]=2)[CH:11]=1)(=[O:9])=[O:8])[CH3:2].C(N(CC)CC)C.[CH3:36][S:37](Cl)(=[O:39])=[O:38]. The catalyst is ClCCl.CN(C)C1C=CN=CC=1. The product is [CH2:1]([O:3][C:4](=[O:28])[CH2:5][N:6]([C@@H:20]1[CH2:26][CH2:25][CH2:24][CH2:23][CH:22]([O:27][S:37]([CH3:36])(=[O:39])=[O:38])[CH2:21]1)[S:7]([C:10]1[CH:19]=[CH:18][C:17]2[C:12](=[CH:13][CH:14]=[CH:15][CH:16]=2)[CH:11]=1)(=[O:8])=[O:9])[CH3:2]. The yield is 0.880. (5) The reactants are [Cl:1][C:2]1[CH:7]=[C:6]([C:8]([F:11])([F:10])[F:9])[CH:5]=[C:4]([Cl:12])[C:3]=1[N:13]1[C:17]([NH:18][CH2:19][CH2:20][CH2:21][S:22][CH2:23][CH3:24])=[C:16]([S:25]([C:28]([F:31])([F:30])[F:29])(=[O:27])=[O:26])[C:15]([C:32]#[N:33])=[N:14]1.[H-].[Na+].I[CH3:37].[Cl-].[NH4+]. The catalyst is O1CCCC1.C(OCC)(=O)C. The product is [Cl:12][C:4]1[CH:5]=[C:6]([C:8]([F:11])([F:10])[F:9])[CH:7]=[C:2]([Cl:1])[C:3]=1[N:13]1[C:17]([N:18]([CH2:19][CH2:20][CH2:21][S:22][CH2:23][CH3:24])[CH3:37])=[C:16]([S:25]([C:28]([F:31])([F:30])[F:29])(=[O:26])=[O:27])[C:15]([C:32]#[N:33])=[N:14]1. The yield is 0.570. (6) The reactants are [NH2:1][C:2]1[N:7]=[CH:6][N:5]=[C:4]2[N:8]([CH:14]([C:16]3[C:17]([O:35][CH2:36][CH3:37])=[C:18]([CH:24]4[CH2:27][N:26](C(OC(C)(C)C)=O)[CH2:25]4)[C:19]([F:23])=[C:20]([Cl:22])[CH:21]=3)[CH3:15])[N:9]=[C:10]([CH:11]([F:13])[F:12])[C:3]=12.[ClH:38].O1CCOCC1. The catalyst is ClCCl. The product is [ClH:22].[ClH:38].[NH:26]1[CH2:27][CH:24]([C:18]2[C:17]([O:35][CH2:36][CH3:37])=[C:16]([CH:14]([N:8]3[C:4]4=[N:5][CH:6]=[N:7][C:2]([NH2:1])=[C:3]4[C:10]([CH:11]([F:13])[F:12])=[N:9]3)[CH3:15])[CH:21]=[C:20]([Cl:22])[C:19]=2[F:23])[CH2:25]1. The yield is 1.00. (7) The reactants are [CH2:1]([NH:8][C:9]([C:11]1[S:15][C:14]([N:16]2[CH2:20][CH2:19][NH:18][C:17]2=[O:21])=[N:13][C:12]=1[CH3:22])=[O:10])[C:2]1[CH:7]=[CH:6][CH:5]=[CH:4][CH:3]=1.[C:23](=O)([O-])[O-].[K+].[K+].ClC[C:31]1[CH:38]=[CH:37][C:34]([C:35]#[N:36])=[CH:33][CH:32]=1. The catalyst is CN(C)C=O. The product is [CH2:1]([NH:8][C:9]([C:11]1[S:15][C:14]([N:16]2[CH2:20][CH2:19][N:18]([CH2:23][C:34]3([C:35]#[N:36])[CH:33]=[CH:32][CH:31]=[CH:38][CH2:37]3)[C:17]2=[O:21])=[N:13][C:12]=1[CH3:22])=[O:10])[C:2]1[CH:7]=[CH:6][CH:5]=[CH:4][CH:3]=1. The yield is 0.400.